This data is from Full USPTO retrosynthesis dataset with 1.9M reactions from patents (1976-2016). The task is: Predict the reactants needed to synthesize the given product. (1) The reactants are: [F:1][C:2]1[C:29]([NH:30][S:31]([CH2:34][CH2:35][CH3:36])(=[O:33])=[O:32])=[CH:28][CH:27]=[C:26]([F:37])[C:3]=1[C:4]([NH:6]C1C=C2C(I)=NN(CC3C=CC(OC)=CC=3)C2=NC=1)=[O:5].C(N(CC)CC#C)C.C(N(CC)CC)C.C1COCC1. Given the product [F:1][C:2]1[C:29]([NH:30][S:31]([CH2:34][CH2:35][CH3:36])(=[O:32])=[O:33])=[CH:28][CH:27]=[C:26]([F:37])[C:3]=1[C:4]([NH2:6])=[O:5], predict the reactants needed to synthesize it. (2) Given the product [CH2:17]([O:16][C:14]([C:11]1([C:34]([OH:36])=[O:35])[CH2:12][CH2:13][N:8]([C:6]([O:5][C:1]([CH3:4])([CH3:2])[CH3:3])=[O:7])[CH2:9][CH2:10]1)=[O:15])[C:18]1[CH:23]=[CH:22][CH:21]=[CH:20][CH:19]=1, predict the reactants needed to synthesize it. The reactants are: [C:1]([O:5][C:6]([N:8]1[CH2:13][CH2:12][CH:11]([C:14]([O:16][CH2:17][C:18]2[CH:23]=[CH:22][CH:21]=[CH:20][CH:19]=2)=[O:15])[CH2:10][CH2:9]1)=[O:7])([CH3:4])([CH3:3])[CH3:2].C[Si]([N-][Si](C)(C)C)(C)C.[K+].[C:34](=[O:36])=[O:35].